The task is: Predict the reactants needed to synthesize the given product.. This data is from Full USPTO retrosynthesis dataset with 1.9M reactions from patents (1976-2016). (1) Given the product [CH2:1]([O:3][C:4]([C:6]1[NH:7][C:8]2[C:13]([CH:14]=1)=[CH:12][C:11]([O:15][CH2:17][C:18]([O:20][C:21]([CH3:24])([CH3:23])[CH3:22])=[O:19])=[CH:10][CH:9]=2)=[O:5])[CH3:2], predict the reactants needed to synthesize it. The reactants are: [CH2:1]([O:3][C:4]([C:6]1[NH:7][C:8]2[C:13]([CH:14]=1)=[CH:12][C:11]([OH:15])=[CH:10][CH:9]=2)=[O:5])[CH3:2].Br[CH2:17][C:18]([O:20][C:21]([CH3:24])([CH3:23])[CH3:22])=[O:19].C(=O)([O-])[O-].[Cs+].[Cs+]. (2) Given the product [CH:30]1([N:27]2[CH2:28][CH2:29][CH:24]([O:1][C:2]3[CH:11]=[CH:10][C:9]4[CH2:8][N:7]([C:12]([O:14][C:15]([CH3:18])([CH3:17])[CH3:16])=[O:13])[CH2:6][CH2:5][C:4]=4[N:3]=3)[CH2:25][CH2:26]2)[CH2:33][CH2:32][CH2:31]1, predict the reactants needed to synthesize it. The reactants are: [O:1]=[C:2]1[CH:11]=[CH:10][C:9]2[CH2:8][N:7]([C:12]([O:14][C:15]([CH3:18])([CH3:17])[CH3:16])=[O:13])[CH2:6][CH2:5][C:4]=2[NH:3]1.CS(O[CH:24]1[CH2:29][CH2:28][N:27]([CH:30]2[CH2:33][CH2:32][CH2:31]2)[CH2:26][CH2:25]1)(=O)=O.[H-].[Na+]. (3) Given the product [CH3:28][N:27]([CH3:29])[C:25]1[C:24]2[C:19](=[CH:20][CH:21]=[CH:22][CH:23]=2)[N:18]=[C:17]([NH:16][CH2:15][C@H:12]2[CH2:11][CH2:10][C@H:9]([CH2:8][NH:7][C:6](=[O:30])[C:45]3[CH:49]=[CH:50][CH:51]=[CH:52][C:44]=3[O:43][C:42]([F:41])([F:54])[F:53])[CH2:14][CH2:13]2)[N:26]=1, predict the reactants needed to synthesize it. The reactants are: C(O[C:6](=[O:30])[NH:7][CH2:8][C@H:9]1[CH2:14][CH2:13][C@H:12]([CH2:15][NH:16][C:17]2[N:26]=[C:25]([N:27]([CH3:29])[CH3:28])[C:24]3[C:19](=[CH:20][CH:21]=[CH:22][CH:23]=3)[N:18]=2)[CH2:11][CH2:10]1)(C)(C)C.Cl.C(N(C(C)C)CC)(C)C.[F:41][C:42]([F:54])([F:53])[O:43][C:44]1[CH:52]=[CH:51][CH:50]=[CH:49][C:45]=1C(Cl)=O. (4) Given the product [Cl:33][C:34]1[C:41]([OH:42])=[CH:40][CH:39]=[CH:38][C:35]=1[CH2:36][NH:1][CH2:2][CH2:3][CH2:4][CH2:5][CH2:6][CH2:7][CH2:8][CH2:9][CH2:10][N:11]1[CH2:16][CH2:15][CH:14]([O:17][C:18](=[O:32])[NH:19][C:20]2[CH:25]=[CH:24][CH:23]=[CH:22][C:21]=2[C:26]2[CH:31]=[CH:30][CH:29]=[CH:28][CH:27]=2)[CH2:13][CH2:12]1, predict the reactants needed to synthesize it. The reactants are: [NH2:1][CH2:2][CH2:3][CH2:4][CH2:5][CH2:6][CH2:7][CH2:8][CH2:9][CH2:10][N:11]1[CH2:16][CH2:15][CH:14]([O:17][C:18](=[O:32])[NH:19][C:20]2[CH:25]=[CH:24][CH:23]=[CH:22][C:21]=2[C:26]2[CH:31]=[CH:30][CH:29]=[CH:28][CH:27]=2)[CH2:13][CH2:12]1.[Cl:33][C:34]1[C:41]([OH:42])=[CH:40][CH:39]=[CH:38][C:35]=1[CH:36]=O. (5) Given the product [N:3]1[CH:4]=[CH:5][C:6]([CH2:8][CH2:9][C:10]2[C:18]3[C:13](=[CH:14][CH:15]=[CH:16][CH:17]=3)[NH:12][CH:11]=2)=[N:7][CH:2]=1, predict the reactants needed to synthesize it. The reactants are: Cl[C:2]1[N:7]=[C:6]([CH2:8][CH2:9][C:10]2[C:18]3[C:13](=[CH:14][CH:15]=[CH:16][CH:17]=3)[NH:12][CH:11]=2)[CH:5]=[CH:4][N:3]=1.C(N(CC)CC)C. (6) Given the product [C:8]([NH:10][C@H:11]([C:19]([O:21][C:19](=[O:20])[C@H:11]([CH2:12][C:13]1[CH:14]=[CH:15][CH:16]=[CH:17][CH:18]=1)[NH:10][C:8]([OH:1])=[O:9])=[O:20])[CH2:12][C:22]1[CH:27]=[CH:26][CH:25]=[CH:24][CH:23]=1)([OH:9])=[O:1], predict the reactants needed to synthesize it. The reactants are: [O:1]([C:8]([NH:10][C@H:11]([C:19]([OH:21])=[O:20])[CH2:12][C:13]1[CH:18]=[CH:17][CH:16]=[CH:15][CH:14]=1)=[O:9])C1C=CC=CC=1.[C:22]1(O)[CH:27]=[CH:26][CH:25]=[CH:24][CH:23]=1. (7) The reactants are: [Br:1][C:2]1[CH:8]=[CH:7][C:5]([NH2:6])=[CH:4][C:3]=1[CH3:9].O[CH2:11][CH:12]([CH2:14]O)O.[N+](C1C=CC=CC=1)([O-])=O.S(=O)(=O)(O)O. Given the product [Br:1][C:2]1[CH:8]=[C:7]2[C:5](=[CH:4][C:3]=1[CH3:9])[N:6]=[CH:14][CH:12]=[CH:11]2, predict the reactants needed to synthesize it.